This data is from Merck oncology drug combination screen with 23,052 pairs across 39 cell lines. The task is: Regression. Given two drug SMILES strings and cell line genomic features, predict the synergy score measuring deviation from expected non-interaction effect. (1) Drug 1: CC(C)CC(NC(=O)C(Cc1ccccc1)NC(=O)c1cnccn1)B(O)O. Drug 2: CCc1cnn2c(NCc3ccc[n+]([O-])c3)cc(N3CCCCC3CCO)nc12. Cell line: MDAMB436. Synergy scores: synergy=-21.9. (2) Drug 1: O=c1[nH]cc(F)c(=O)[nH]1. Drug 2: O=C(O)C1(Cc2cccc(Nc3nccs3)n2)CCC(Oc2cccc(Cl)c2F)CC1. Cell line: VCAP. Synergy scores: synergy=11.6. (3) Drug 1: CCc1c2c(nc3ccc(O)cc13)-c1cc3c(c(=O)n1C2)COC(=O)C3(O)CC. Drug 2: CCc1cnn2c(NCc3ccc[n+]([O-])c3)cc(N3CCCCC3CCO)nc12. Cell line: PA1. Synergy scores: synergy=-18.6. (4) Drug 1: COc1cc(C2c3cc4c(cc3C(OC3OC5COC(C)OC5C(O)C3O)C3COC(=O)C23)OCO4)cc(OC)c1O. Drug 2: O=C(CCCCCCC(=O)Nc1ccccc1)NO. Cell line: OVCAR3. Synergy scores: synergy=10.8. (5) Drug 1: O=C(CCCCCCC(=O)Nc1ccccc1)NO. Drug 2: NC1CCCCC1N.O=C(O)C(=O)O.[Pt+2]. Cell line: A2780. Synergy scores: synergy=-10.8. (6) Drug 1: COc1cc(C2c3cc4c(cc3C(OC3OC5COC(C)OC5C(O)C3O)C3COC(=O)C23)OCO4)cc(OC)c1O. Drug 2: C=CCn1c(=O)c2cnc(Nc3ccc(N4CCN(C)CC4)cc3)nc2n1-c1cccc(C(C)(C)O)n1. Cell line: ZR751. Synergy scores: synergy=3.75. (7) Drug 1: O=C(NOCC(O)CO)c1ccc(F)c(F)c1Nc1ccc(I)cc1F. Drug 2: CNC(=O)c1cc(Oc2ccc(NC(=O)Nc3ccc(Cl)c(C(F)(F)F)c3)cc2)ccn1. Cell line: NCIH520. Synergy scores: synergy=16.1. (8) Drug 1: O=C(O)C1(Cc2cccc(Nc3nccs3)n2)CCC(Oc2cccc(Cl)c2F)CC1. Drug 2: Cn1c(=O)n(-c2ccc(C(C)(C)C#N)cc2)c2c3cc(-c4cnc5ccccc5c4)ccc3ncc21. Cell line: SW620. Synergy scores: synergy=15.4. (9) Drug 1: CN1C(=O)C=CC2(C)C3CCC4(C)C(NC(=O)OCC(F)(F)F)CCC4C3CCC12. Drug 2: O=c1[nH]cc(F)c(=O)[nH]1. Cell line: LOVO. Synergy scores: synergy=-16.5. (10) Drug 1: CCN(CC)CCNC(=O)c1c(C)[nH]c(C=C2C(=O)Nc3ccc(F)cc32)c1C. Drug 2: C=CCn1c(=O)c2cnc(Nc3ccc(N4CCN(C)CC4)cc3)nc2n1-c1cccc(C(C)(C)O)n1. Cell line: ZR751. Synergy scores: synergy=-6.11.